From a dataset of Experimentally validated miRNA-target interactions with 360,000+ pairs, plus equal number of negative samples. Binary Classification. Given a miRNA mature sequence and a target amino acid sequence, predict their likelihood of interaction. (1) The miRNA is rno-miR-455-5p with sequence UAUGUGCCUUUGGACUACAUCG. The protein sequence of the target gene is MRLKVGFQGGGCFRKDALCLEGGVSARWARAPHSAPLRPPRELHAAPPPATPTQTVVRPAGFPRRTRLMVRSAPPTQRPPTGSGCVSGLWRKGLGLRPQTLLRVGSVVLSSAPALRPRLGPCLRPPPSD. Result: 0 (no interaction). (2) The miRNA is hsa-miR-181c-5p with sequence AACAUUCAACCUGUCGGUGAGU. The protein sequence of the target gene is MGLRDWLRTVCCCCGCECLEERALPEKEPLVSDNNPYSSFGATLVRDDEKNLWSMPHDVSHTEADDDRTLYNLIVIRNQQAKDSEEWQKLNYDIHTLRQVRREVRNRWKCILEDLGFQKEADSLLSVTKLSTISDSKNTRKAREMLLKLAEETNIFPTSWELSERYLFVVDRLIALDAAEEFFKLARRTYPKKPGVPCLADGQKELHYLPFPSP. Result: 0 (no interaction). (3) The miRNA is hsa-miR-376b-3p with sequence AUCAUAGAGGAAAAUCCAUGUU. The protein sequence of the target gene is MGEKAVPLLRRRRVKRSCPSCGSELGVEEKRGKGNPISIQLFPPELVEHIISFLPVRDLVALGQTCRYFHEVCDGEGVWRRICRRLSPRLQDQGSGVRPWKRAAILNYTKGLYFQAFGGRRRCLSKSVAPLLAHGYRRFLPTKDHVFILDYVGTLFFLKNALVSTLGQMQWKRACRYVVLCRGAKDFASDPRCDTVYRKYLYVLATREPQEVVGTTSSRACDCVEVYLQSSGQRVFKMTFHHSMTFKQIVLVGQETQRALLLLTEEGKIYSLVVNETQLDQPRSYTVQLALRKVSHYLPH.... Result: 0 (no interaction).